This data is from NCI-60 drug combinations with 297,098 pairs across 59 cell lines. The task is: Regression. Given two drug SMILES strings and cell line genomic features, predict the synergy score measuring deviation from expected non-interaction effect. (1) Drug 1: CCC1=CC2CC(C3=C(CN(C2)C1)C4=CC=CC=C4N3)(C5=C(C=C6C(=C5)C78CCN9C7C(C=CC9)(C(C(C8N6C)(C(=O)OC)O)OC(=O)C)CC)OC)C(=O)OC.C(C(C(=O)O)O)(C(=O)O)O. Drug 2: CC1CCC2CC(C(=CC=CC=CC(CC(C(=O)C(C(C(=CC(C(=O)CC(OC(=O)C3CCCCN3C(=O)C(=O)C1(O2)O)C(C)CC4CCC(C(C4)OC)OCCO)C)C)O)OC)C)C)C)OC. Cell line: NCI/ADR-RES. Synergy scores: CSS=12.5, Synergy_ZIP=-2.83, Synergy_Bliss=3.26, Synergy_Loewe=-0.809, Synergy_HSA=4.55. (2) Drug 1: COC1=C(C=C2C(=C1)N=CN=C2NC3=CC(=C(C=C3)F)Cl)OCCCN4CCOCC4. Drug 2: B(C(CC(C)C)NC(=O)C(CC1=CC=CC=C1)NC(=O)C2=NC=CN=C2)(O)O. Cell line: HL-60(TB). Synergy scores: CSS=12.8, Synergy_ZIP=-7.35, Synergy_Bliss=-10.3, Synergy_Loewe=-6.49, Synergy_HSA=-6.45.